From a dataset of Reaction yield outcomes from USPTO patents with 853,638 reactions. Predict the reaction yield, written as a fraction of the theoretical maximum amount of product (1.0 means a 100% yield; for example, 0.34 means a 34% yield). (1) The reactants are [H-].[Na+].[NH:3]1[CH:7]=[CH:6][N:5]=[CH:4]1.Cl[CH2:9][O:10][CH2:11][CH2:12][Si:13]([CH3:16])([CH3:15])[CH3:14].CO.CCOC(C)=O. The catalyst is C1COCC1. The product is [CH3:14][Si:13]([CH3:16])([CH3:15])[CH2:12][CH2:11][O:10][CH2:9][N:3]1[CH:7]=[CH:6][N:5]=[CH:4]1. The yield is 0.700. (2) The reactants are [CH3:1][NH:2][CH2:3][C:4]1[S:8][C:7]([C:9]([O:11][CH3:12])=[O:10])=[CH:6][CH:5]=1.C([O-])(O)=O.[Na+].[CH3:30][C:29]([O:28][C:26](O[C:26]([O:28][C:29]([CH3:32])([CH3:31])[CH3:30])=[O:27])=[O:27])([CH3:32])[CH3:31]. The catalyst is C1COCC1.CCOC(C)=O. The product is [CH3:32][C:29]([O:28][C:26]([N:2]([CH2:3][C:4]1[S:8][C:7]([C:9]([O:11][CH3:12])=[O:10])=[CH:6][CH:5]=1)[CH3:1])=[O:27])([CH3:30])[CH3:31]. The yield is 0.950. (3) The reactants are [N:1]1([C:12](=[O:13])[C:11]2[N:10]([CH2:14][C:15]([OH:17])=O)[CH:9]=[N:8][C:7]=2[N:5]([CH3:6])[C:3]1=[O:4])[CH3:2].CN(C(ON1N=N[C:28]2[CH:29]=[CH:30][CH:31]=N[C:27]1=2)=[N+](C)C)C.[F:35][P-](F)(F)(F)(F)F.CCO[C:45]([CH3:47])=O.C[N:49]([CH:51]=O)C. No catalyst specified. The product is [F:35][C:45]1[CH:47]=[CH:31][CH:30]=[CH:29][C:28]=1[CH2:27][CH2:51][NH:49][C:15](=[O:17])[CH2:14][N:10]1[C:11]2[C:12](=[O:13])[N:1]([CH3:2])[C:3](=[O:4])[N:5]([CH3:6])[C:7]=2[N:8]=[CH:9]1. The yield is 0.310. (4) The reactants are FC1C=C(F)C=CC=1C1C=C(CN2C(=O)C3=CC=CC=C3C2=O)C(=O)N(CC(C)C)N=1.[C:32]([C:35]1[C:36](=[O:60])[N:37]([CH2:50][CH:51]=[CH:52][C:53]2[CH:58]=[CH:57][C:56]([Cl:59])=[CH:55][CH:54]=2)[N:38]=[C:39]([C:41]2[CH:46]=[CH:45][C:44]([O:47][CH3:48])=[C:43]([F:49])[CH:42]=2)[CH:40]=1)(O)=[O:33]. No catalyst specified. The product is [Cl:59][C:56]1[CH:57]=[CH:58][C:53]([CH:52]=[CH:51][CH2:50][N:37]2[C:36](=[O:60])[C:35]([CH2:32][OH:33])=[CH:40][C:39]([C:41]3[CH:46]=[CH:45][C:44]([O:47][CH3:48])=[C:43]([F:49])[CH:42]=3)=[N:38]2)=[CH:54][CH:55]=1. The yield is 0.170. (5) The reactants are [CH3:1][N:2]([CH3:24])[CH2:3][CH2:4][CH2:5][N:6]1[CH2:11][CH2:10][S:9][C:8]2[CH:12]=[C:13]([NH:16][C:17]([C:19]3[S:20][CH:21]=[CH:22][CH:23]=3)=[NH:18])[CH:14]=[CH:15][C:7]1=2.[ClH:25]. The catalyst is CO. The product is [ClH:25].[ClH:25].[CH3:24][N:2]([CH3:1])[CH2:3][CH2:4][CH2:5][N:6]1[CH2:11][CH2:10][S:9][C:8]2[CH:12]=[C:13]([NH:16][C:17]([C:19]3[S:20][CH:21]=[CH:22][CH:23]=3)=[NH:18])[CH:14]=[CH:15][C:7]1=2. The yield is 0.990. (6) The reactants are [N+:1]([C:4]1[CH:9]=[CH:8][C:7]([CH2:10][OH:11])=[CH:6][CH:5]=1)([O-:3])=[O:2].C(N(CC)CC)C.[CH3:19][S:20](Cl)(=[O:22])=[O:21]. The catalyst is ClCCl. The product is [CH3:19][S:20]([O:11][CH2:10][C:7]1[CH:6]=[CH:5][C:4]([N+:1]([O-:3])=[O:2])=[CH:9][CH:8]=1)(=[O:22])=[O:21]. The yield is 0.740. (7) The reactants are Br[C:2]1[C:3]2[C:4]3[CH:17]=[CH:16][S:15][C:5]=3[C:6](=[O:14])[NH:7][C:8]=2[CH:9]=[CH:10][C:11]=1[O:12][CH3:13].CC1(C)C(C)(C)OB(/[CH:26]=[CH:27]/[CH2:28][N:29]2[CH2:34][CH2:33][CH2:32][CH:31]([NH:35][C:36](=[O:42])[O:37][C:38]([CH3:41])([CH3:40])[CH3:39])[CH2:30]2)O1. No catalyst specified. The product is [CH3:13][O:12][C:11]1[CH:10]=[CH:9][C:8]2[NH:7][C:6](=[O:14])[C:5]3[S:15][CH:16]=[CH:17][C:4]=3[C:3]=2[C:2]=1/[CH:26]=[CH:27]/[CH2:28][N:29]1[CH2:34][CH2:33][CH2:32][CH:31]([NH:35][C:36](=[O:42])[O:37][C:38]([CH3:41])([CH3:40])[CH3:39])[CH2:30]1. The yield is 0.470. (8) The reactants are [Br:1][C:2]1[C:10]2[N:9]=[C:8]([CH3:11])[NH:7][C:6]=2[CH:5]=[C:4]([N:12]2[CH2:17][CH2:16][O:15][CH2:14][CH2:13]2)[CH:3]=1.Br[CH2:19][C:20]1[C:25]2[S:26][CH:27]=[CH:28][C:24]=2[CH:23]=[CH:22][CH:21]=1.C(=O)([O-])[O-].[K+].[K+].O. The catalyst is CN(C)C=O. The product is [S:26]1[CH:27]=[CH:28][C:24]2[CH:23]=[CH:22][CH:21]=[C:20]([CH2:19][N:7]3[C:6]4[CH:5]=[C:4]([N:12]5[CH2:17][CH2:16][O:15][CH2:14][CH2:13]5)[CH:3]=[C:2]([Br:1])[C:10]=4[N:9]=[C:8]3[CH3:11])[C:25]1=2. The yield is 0.580. (9) The reactants are [F:1][C:2]1[CH:3]=[CH:4][C:5]([C:41]([F:44])([F:43])[F:42])=[C:6]([CH:40]=1)[C:7]([N:9]1[CH2:14][CH2:13][N:12]([C:15](=[O:39])[CH2:16][NH:17][C:18]([C:20]2[CH:24]=[C:23]([C:25]3[CH:30]=[CH:29][C:28]([O:31]CC4C=CC=CC=4)=[CH:27][CH:26]=3)[NH:22][N:21]=2)=[O:19])[CH2:11][CH2:10]1)=[O:8].OC1C=CC(C(=O)C)=CC=1. The catalyst is CO.[Pd]. The yield is 0.240. The product is [F:1][C:2]1[CH:3]=[CH:4][C:5]([C:41]([F:44])([F:42])[F:43])=[C:6]([CH:40]=1)[C:7]([N:9]1[CH2:14][CH2:13][N:12]([C:15](=[O:39])[CH2:16][NH:17][C:18]([C:20]2[CH:24]=[C:23]([C:25]3[CH:30]=[CH:29][C:28]([OH:31])=[CH:27][CH:26]=3)[NH:22][N:21]=2)=[O:19])[CH2:11][CH2:10]1)=[O:8].